Dataset: Forward reaction prediction with 1.9M reactions from USPTO patents (1976-2016). Task: Predict the product of the given reaction. (1) Given the reactants [OH:1][CH2:2][C@H:3]1[CH2:8][N:7]([C:9]([C:11]2[CH:16]=[CH:15][CH:14]=[CH:13][C:12]=2[N:17]2[N:21]=[CH:20][CH:19]=[N:18]2)=[O:10])[C@H:6]([CH3:22])[CH2:5][CH2:4]1.C(OC1C(OC(=O)C)=C(I)C=CC=1)(=O)C, predict the reaction product. The product is: [CH3:22][C@H:6]1[N:7]([C:9]([C:11]2[CH:16]=[CH:15][CH:14]=[CH:13][C:12]=2[N:17]2[N:21]=[CH:20][CH:19]=[N:18]2)=[O:10])[CH2:8][C@H:3]([CH:2]=[O:1])[CH2:4][CH2:5]1. (2) Given the reactants [Br:1][C:2]1[CH:3]=[CH:4][C:5]([CH3:11])=[C:6]([CH:10]=1)[C:7](O)=O.[C:12]1([O:18][CH2:19][CH3:20])[CH:17]=[CH:16][CH:15]=[CH:14][CH:13]=1, predict the reaction product. The product is: [Br:1][C:2]1[CH:3]=[CH:4][C:5]([CH3:11])=[C:6]([CH2:7][C:15]2[CH:16]=[CH:17][C:12]([O:18][CH2:19][CH3:20])=[CH:13][CH:14]=2)[CH:10]=1.